From a dataset of Reaction yield outcomes from USPTO patents with 853,638 reactions. Predict the reaction yield, written as a fraction of the theoretical maximum amount of product (1.0 means a 100% yield; for example, 0.34 means a 34% yield). (1) The reactants are C(O[C:4](=[O:22])[CH2:5][C:6]1[NH:10][C:9]2[CH:11]=[C:12]([N:15]3[CH2:20][CH2:19][N:18]([CH3:21])[CH2:17][CH2:16]3)[CH:13]=[CH:14][C:8]=2[N:7]=1)C.[NH2:23][C:24]1[CH:31]=[CH:30][CH:29]=[C:28]([F:32])[C:25]=1[C:26]#[N:27].C[Si]([N-][Si](C)(C)C)(C)C.[K+].[K]. The catalyst is C1COCC1. The product is [NH2:27][C:26]1[C:25]2[C:24](=[CH:31][CH:30]=[CH:29][C:28]=2[F:32])[NH:23][C:4](=[O:22])[C:5]=1[C:6]1[NH:10][C:9]2[CH:11]=[C:12]([N:15]3[CH2:16][CH2:17][N:18]([CH3:21])[CH2:19][CH2:20]3)[CH:13]=[CH:14][C:8]=2[N:7]=1. The yield is 0.479. (2) The reactants are C([Li])(C)(C)C.Br[C:7]1[CH:8]=[CH:9][C:10]2[CH2:16][N:15]([C:17]([O:19][C:20]([CH3:23])([CH3:22])[CH3:21])=[O:18])[CH2:14][CH2:13][CH2:12][C:11]=2[CH:24]=1.Cl[C:26]([O:28][CH3:29])=[O:27]. The catalyst is C1COCC1. The product is [CH2:16]1[C:10]2[CH:9]=[CH:8][C:7]([C:26]([O:28][CH3:29])=[O:27])=[CH:24][C:11]=2[CH2:12][CH2:13][CH2:14][N:15]1[C:17]([O:19][C:20]([CH3:23])([CH3:22])[CH3:21])=[O:18]. The yield is 0.410. (3) The reactants are [N:1]1[CH:6]=[CH:5][CH:4]=[C:3]([NH:7][C:8](=[O:15])OCC(Cl)(Cl)Cl)[CH:2]=1.Cl.Cl.[F:18][C:19]1[CH:20]=[C:21]([C:25]2[CH:30]=[CH:29][N:28]=[C:27]([N:31]3[CH2:36][CH2:35][NH:34][CH2:33][CH2:32]3)[N:26]=2)[CH:22]=[CH:23][CH:24]=1. The catalyst is O1CCCC1.CCCCCC. The product is [F:18][C:19]1[CH:20]=[C:21]([C:25]2[CH:30]=[CH:29][N:28]=[C:27]([N:31]3[CH2:36][CH2:35][N:34]([C:8]([NH:7][C:3]4[CH:2]=[N:1][CH:6]=[CH:5][CH:4]=4)=[O:15])[CH2:33][CH2:32]3)[N:26]=2)[CH:22]=[CH:23][CH:24]=1. The yield is 0.280. (4) The reactants are Cl[C:2]([C:4]1[CH:18]=[CH:17][C:7]([O:8][CH2:9][C:10]([O:12]C(C)(C)C)=[O:11])=[CH:6][CH:5]=1)=[O:3].[Cl:19][C:20]1[CH:21]=[C:22]([CH:27]=[CH:28][C:29]=1[O:30][CH:31]([CH3:33])[CH3:32])/[C:23](=[N:25]/O)/[NH2:24].Cl. The catalyst is N1C=CC=CC=1. The product is [Cl:19][C:20]1[CH:21]=[C:22]([C:23]2[N:25]=[C:2]([C:4]3[CH:5]=[CH:6][C:7]([O:8][CH2:9][C:10]([OH:12])=[O:11])=[CH:17][CH:18]=3)[O:3][N:24]=2)[CH:27]=[CH:28][C:29]=1[O:30][CH:31]([CH3:33])[CH3:32]. The yield is 0.315. (5) The reactants are [F:1][C:2]1[CH:7]=[CH:6][CH:5]=[CH:4][C:3]=1[C:8]1[CH:13]=[CH:12][N:11]([CH2:14][CH2:15][CH2:16][CH2:17][OH:18])[C:10](=[O:19])[N:9]=1.CC(OI1(OC(C)=O)(OC(C)=O)OC(=O)C2C=CC=CC1=2)=O.[O-]S([O-])(=S)=O.[Na+].[Na+]. The catalyst is C(Cl)Cl. The product is [F:1][C:2]1[CH:7]=[CH:6][CH:5]=[CH:4][C:3]=1[C:8]1[CH:13]=[CH:12][N:11]([CH2:14][CH2:15][CH2:16][CH:17]=[O:18])[C:10](=[O:19])[N:9]=1. The yield is 0.640. (6) The reactants are [Cl:1][C:2]1[CH:7]=[CH:6][C:5]([O:8][C:9]2[CH:14]=[CH:13][C:12]([CH2:15][CH2:16]I)=[CH:11][CH:10]=2)=[CH:4][C:3]=1[C:18]([F:21])([F:20])[F:19].C([O-])([O-])=O.[K+].[K+].[N:28]1[CH:33]=[C:32]([CH2:34][C:35]2[C:36](=[O:42])[NH:37][C:38](=[S:41])[NH:39][CH:40]=2)[CH:31]=[N:30][CH:29]=1. The catalyst is CN(C=O)C. The product is [Cl:1][C:2]1[CH:7]=[CH:6][C:5]([O:8][C:9]2[CH:14]=[CH:13][C:12]([CH2:15][CH2:16][S:41][C:38]3[NH:39][CH:40]=[C:35]([CH2:34][C:32]4[CH:31]=[N:30][CH:29]=[N:28][CH:33]=4)[C:36](=[O:42])[N:37]=3)=[CH:11][CH:10]=2)=[CH:4][C:3]=1[C:18]([F:21])([F:20])[F:19]. The yield is 0.247.